From a dataset of Full USPTO retrosynthesis dataset with 1.9M reactions from patents (1976-2016). Predict the reactants needed to synthesize the given product. Given the product [Cl:1][C:2]1[CH:3]=[C:4]2[C:8](=[C:9]([CH:11]=[O:27])[CH:10]=1)[N:7]([CH2:13][O:14][CH2:15][CH2:16][Si:17]([CH3:20])([CH3:19])[CH3:18])[CH:6]=[C:5]2[C:21]#[N:22], predict the reactants needed to synthesize it. The reactants are: [Cl:1][C:2]1[CH:3]=[C:4]2[C:8](=[C:9]([CH:11]=C)[CH:10]=1)[N:7]([CH2:13][O:14][CH2:15][CH2:16][Si:17]([CH3:20])([CH3:19])[CH3:18])[CH:6]=[C:5]2[C:21]#[N:22].C[N+]1([O-])CC[O:27]CC1.C1COCC1.I([O-])(=O)(=O)=O.[Na+].